Dataset: Reaction yield outcomes from USPTO patents with 853,638 reactions. Task: Predict the reaction yield, written as a fraction of the theoretical maximum amount of product (1.0 means a 100% yield; for example, 0.34 means a 34% yield). (1) The reactants are [N:1]12[CH2:8][CH2:7][C:4]([C:9]([C:17]3[CH:22]=[CH:21][CH:20]=[CH:19][CH:18]=3)([C:11]3[CH:16]=[CH:15][CH:14]=[CH:13][CH:12]=3)[OH:10])([CH2:5][CH2:6]1)[CH2:3][CH2:2]2.[Br:23][CH2:24][CH2:25][O:26][CH2:27][C:28]1[CH:37]=[CH:36][C:35]2[C:30](=[CH:31][CH:32]=[CH:33][CH:34]=2)[CH:29]=1. The catalyst is CC#N.C(Cl)(Cl)Cl. The product is [Br-:23].[OH:10][C:9]([C:17]1[CH:22]=[CH:21][CH:20]=[CH:19][CH:18]=1)([C:11]1[CH:12]=[CH:13][CH:14]=[CH:15][CH:16]=1)[C:4]12[CH2:5][CH2:6][N+:1]([CH2:24][CH2:25][O:26][CH2:27][C:28]3[CH:37]=[CH:36][C:35]4[C:30](=[CH:31][CH:32]=[CH:33][CH:34]=4)[CH:29]=3)([CH2:2][CH2:3]1)[CH2:8][CH2:7]2. The yield is 0.840. (2) The reactants are [C:1]([N:8]1[CH2:12][C@@H:11]([F:13])[CH2:10][C@H:9]1[C:14]([OH:16])=O)([O:3][C:4]([CH3:7])([CH3:6])[CH3:5])=[O:2].[F-].[Na+].[F:19]C1(F)N(C)CCN1C. The catalyst is ClCCl. The product is [C:1]([N:8]1[CH2:12][C@@H:11]([F:13])[CH2:10][C@H:9]1[C:14]([F:19])=[O:16])([O:3][C:4]([CH3:7])([CH3:6])[CH3:5])=[O:2]. The yield is 0.720. (3) The reactants are CCCC[N+](CCCC)(CCCC)CCCC.[F-].[CH3:19][O:20][C:21](=[O:78])[C:22]1[CH:27]=[CH:26][C:25]([O:28][CH2:29][CH2:30][C:31]2[C:39]3[C:34](=[CH:35][CH:36]=[C:37]([Cl:40])[CH:38]=3)[N:33]([CH:41]([C:48]3[CH:53]=[CH:52][CH:51]=[CH:50][CH:49]=3)[C:42]3[CH:47]=[CH:46][CH:45]=[CH:44][CH:43]=3)[C:32]=2[CH2:54][CH2:55][O:56][Si](C(C)(C)C)(C2C=CC=CC=2)C2C=CC=CC=2)=[CH:24][C:23]=1[O:74][CH:75]([CH3:77])[CH3:76]. The catalyst is C1COCC1. The product is [CH3:19][O:20][C:21](=[O:78])[C:22]1[CH:27]=[CH:26][C:25]([O:28][CH2:29][CH2:30][C:31]2[C:39]3[C:34](=[CH:35][CH:36]=[C:37]([Cl:40])[CH:38]=3)[N:33]([CH:41]([C:42]3[CH:43]=[CH:44][CH:45]=[CH:46][CH:47]=3)[C:48]3[CH:53]=[CH:52][CH:51]=[CH:50][CH:49]=3)[C:32]=2[CH2:54][CH2:55][OH:56])=[CH:24][C:23]=1[O:74][CH:75]([CH3:76])[CH3:77]. The yield is 0.700. (4) The product is [CH2:13]([O:20][C:21]([N:23]1[CH2:28][CH2:27][CH:26]([CH:3]([C:4]([OH:6])=[O:5])[C:2]([OH:10])=[O:9])[CH2:25][CH2:24]1)=[O:22])[C:14]1[CH:15]=[CH:16][CH:17]=[CH:18][CH:19]=1. The yield is 0.560. The catalyst is C(O)C.CO.O. The reactants are [Na].[C:2]([O:10]CC)(=[O:9])[CH2:3][C:4]([O:6]CC)=[O:5].[CH2:13]([O:20][C:21]([N:23]1[CH2:28][CH2:27][CH:26](OS(C2C=CC=CC=2)(=O)=O)[CH2:25][CH2:24]1)=[O:22])[C:14]1[CH:19]=[CH:18][CH:17]=[CH:16][CH:15]=1.O.[OH-].[Li+].